Dataset: Forward reaction prediction with 1.9M reactions from USPTO patents (1976-2016). Task: Predict the product of the given reaction. (1) Given the reactants [Br:1][C:2]1[CH:7]=[C:6]([N+:8]([O-])=O)[C:5]([OH:11])=[C:4]([Cl:12])[CH:3]=1.[Cl-].[Cl-].[Ca+2], predict the reaction product. The product is: [NH2:8][C:6]1[CH:7]=[C:2]([Br:1])[CH:3]=[C:4]([Cl:12])[C:5]=1[OH:11]. (2) Given the reactants [CH3:1][C:2]([O:5][C:6]([NH:8][C@H:9]([C:20]([OH:22])=O)[CH2:10][C:11]1[CH:16]=[CH:15][C:14]([N+:17]([O-:19])=[O:18])=[CH:13][CH:12]=1)=[O:7])([CH3:4])[CH3:3].CN1CCOCC1.C(OC(Cl)=O)C(C)C.[CH3:38][N:39]1[C:43]([NH2:44])=[CH:42][C:41]([C:45]2[CH:50]=[CH:49][CH:48]=[CH:47][CH:46]=2)=[N:40]1, predict the reaction product. The product is: [C:2]([O:5][C:6](=[O:7])[NH:8][C@H:9]([C:20](=[O:22])[NH:44][C:43]1[N:39]([CH3:38])[N:40]=[C:41]([C:45]2[CH:50]=[CH:49][CH:48]=[CH:47][CH:46]=2)[CH:42]=1)[CH2:10][C:11]1[CH:12]=[CH:13][C:14]([N+:17]([O-:19])=[O:18])=[CH:15][CH:16]=1)([CH3:1])([CH3:3])[CH3:4].